From a dataset of Full USPTO retrosynthesis dataset with 1.9M reactions from patents (1976-2016). Predict the reactants needed to synthesize the given product. (1) Given the product [CH3:1][S:2]([C:5]1[CH:12]=[CH:11][C:8]([CH2:9][CH:19]2[C:24](=[O:25])[O:23][C:22]([CH3:27])([CH3:26])[O:21][C:20]2=[O:28])=[CH:7][CH:6]=1)(=[O:4])=[O:3], predict the reactants needed to synthesize it. The reactants are: [CH3:1][S:2]([C:5]1[CH:12]=[CH:11][C:8]([CH:9]=O)=[CH:7][CH:6]=1)(=[O:4])=[O:3].ClC1C=CC(C[CH:19]2[C:24](=[O:25])[O:23][C:22]([CH3:27])([CH3:26])[O:21][C:20]2=[O:28])=CC=1.BrC1C=C2C(=CC=1)N=C(Cl)C(CC1C=CC(Cl)=CC=1)=C2Cl. (2) Given the product [Br:9][C:10]1[CH:11]=[CH:12][C:13]([CH:20]([Br:1])[CH3:21])=[C:14]([CH:19]=1)[C:15]([O:17][CH3:18])=[O:16], predict the reactants needed to synthesize it. The reactants are: [Br:1]N1C(=O)CCC1=O.[Br:9][C:10]1[CH:11]=[CH:12][C:13]([CH2:20][CH3:21])=[C:14]([CH:19]=1)[C:15]([O:17][CH3:18])=[O:16]. (3) Given the product [Br:1][C:2]1[C:7]([C:8]#[N:9])=[N:6][C:5]([C:10]([N:33]2[CH2:34][CH2:35][N:30]([CH:27]([CH3:29])[CH3:28])[CH2:31][CH2:32]2)=[O:12])=[CH:4][CH:3]=1, predict the reactants needed to synthesize it. The reactants are: [Br:1][C:2]1[CH:3]=[CH:4][C:5]([C:10]([OH:12])=O)=[N:6][C:7]=1[C:8]#[N:9].C1C=CC2N(O)N=NC=2C=1.C(Cl)CCl.[CH:27]([N:30]1[CH2:35][CH2:34][NH:33][CH2:32][CH2:31]1)([CH3:29])[CH3:28]. (4) The reactants are: [C:1]([O:5][C:6]([N:8]1[CH2:13][CH2:12][C@@H:11]([C:14]2[CH:19]=[C:18]([F:20])[CH:17]=[C:16]([F:21])[CH:15]=2)[C@H:10]([C:22]2[CH:27]=[CH:26][C:25]([C:28]3[CH:33]=[CH:32][CH:31]=[CH:30][C:29]=3[CH2:34][CH2:35][CH2:36][OH:37])=[CH:24][C:23]=2[CH3:38])[CH2:9]1)=[O:7])([CH3:4])([CH3:3])[CH3:2].[H-].[Na+].[CH3:41]I. Given the product [F:20][C:18]1[CH:19]=[C:14]([C@@H:11]2[CH2:12][CH2:13][N:8]([C:6]([O:5][C:1]([CH3:4])([CH3:3])[CH3:2])=[O:7])[CH2:9][C@H:10]2[C:22]2[CH:27]=[CH:26][C:25]([C:28]3[CH:33]=[CH:32][CH:31]=[CH:30][C:29]=3[CH2:34][CH2:35][CH2:36][O:37][CH3:41])=[CH:24][C:23]=2[CH3:38])[CH:15]=[C:16]([F:21])[CH:17]=1, predict the reactants needed to synthesize it. (5) Given the product [OH:1][C:2]1[CH:10]=[C:9]([CH3:11])[CH:8]=[CH:7][C:3]=1[C:4]([O:6][CH3:17])=[O:5], predict the reactants needed to synthesize it. The reactants are: [OH:1][C:2]1[CH:10]=[C:9]([CH3:11])[CH:8]=[CH:7][C:3]=1[C:4]([OH:6])=[O:5].S(=O)(=O)(O)O.[CH3:17]O.